Dataset: Full USPTO retrosynthesis dataset with 1.9M reactions from patents (1976-2016). Task: Predict the reactants needed to synthesize the given product. (1) Given the product [C:1]([NH:5][C:6](=[O:39])[CH2:7][O:8][C:9]1[CH:10]=[CH:11][C:12]2[O:16][C:15]([NH:17][CH:18]3[CH2:23][CH2:22][N:21]([CH2:24][C:25]4[CH:30]=[C:29]([O:31][CH2:32][CH3:33])[C:28]([Cl:40])=[C:27]([O:35][CH2:36][CH3:37])[CH:26]=4)[CH2:20][CH2:19]3)=[N:14][C:13]=2[CH:38]=1)([CH3:4])([CH3:3])[CH3:2], predict the reactants needed to synthesize it. The reactants are: [C:1]([NH:5][C:6](=[O:39])[CH2:7][O:8][C:9]1[CH:10]=[CH:11][C:12]2[O:16][C:15]([NH:17][CH:18]3[CH2:23][CH2:22][N:21]([CH2:24][C:25]4[CH:30]=[C:29]([O:31][CH2:32][CH3:33])[C:28](F)=[C:27]([O:35][CH2:36][CH3:37])[CH:26]=4)[CH2:20][CH2:19]3)=[N:14][C:13]=2[CH:38]=1)([CH3:4])([CH3:3])[CH3:2].[Cl:40]C1C(OCC)=CC(C=O)=CC=1OCC.C([BH3-])#N.[Na+].C(N(C(C)C)C(C)C)C. (2) Given the product [CH2:1]([C:3]1[CH:4]=[C:5]2[C:10](=[CH:11][CH:12]=1)[N:9]([C:21]([O:23][CH2:24][C:25]1[CH:30]=[CH:29][CH:28]=[CH:27][CH:26]=1)=[O:22])[CH2:8][CH2:7][C:6]2=[O:13])[CH3:2], predict the reactants needed to synthesize it. The reactants are: [CH2:1]([C:3]1[CH:4]=[C:5]2[C:10](=[CH:11][CH:12]=1)[NH:9][CH2:8][CH2:7][C:6]2=[O:13])[CH3:2].C(=O)(O)[O-].[Na+].O.Cl[C:21]([O:23][CH2:24][C:25]1[CH:30]=[CH:29][CH:28]=[CH:27][CH:26]=1)=[O:22]. (3) Given the product [Cl:34][C:18]1[CH:19]=[C:20]([CH:23]([OH:1])/[CH:24]=[CH:25]/[C:26]2[CH:31]=[CH:30][CH:29]=[C:28]([OH:32])[CH:27]=2)[CH:21]=[CH:22][C:17]=1[C:16]([NH:15]/[C:6](=[CH:7]\[C:8]1[S:12][C:11]([CH3:13])=[N:10][C:9]=1[CH3:14])/[C:5]([OH:4])=[O:36])=[O:35], predict the reactants needed to synthesize it. The reactants are: [OH-:1].[Na+].C[O:4][C:5](=[O:36])/[C:6](/[NH:15][C:16](=[O:35])[C:17]1[CH:22]=[CH:21][C:20]([CH2:23]/[CH:24]=[C:25](/O)\[C:26]2[CH:31]=[CH:30][CH:29]=[C:28]([OH:32])[CH:27]=2)=[CH:19][C:18]=1[Cl:34])=[CH:7]/[C:8]1[S:12][C:11]([CH3:13])=[N:10][C:9]=1[CH3:14].Cl. (4) Given the product [C:1]([O:5][C:6]([NH:8][CH2:9][C@@H:10]1[CH2:11][CH2:12][C@H:13]([C:16]([OH:18])=[O:17])[CH2:14][CH2:15]1)=[O:7])([CH3:4])([CH3:2])[CH3:3], predict the reactants needed to synthesize it. The reactants are: [C:1]([O:5][C:6]([NH:8][CH2:9][C@@H:10]1[CH2:15][CH2:14][C@H:13]([C:16]([O:18]CCCC)=[O:17])[CH2:12][CH2:11]1)=[O:7])([CH3:4])([CH3:3])[CH3:2].[OH-].[Na+]. (5) Given the product [OH:4][CH2:5][CH2:6][C:7]1[S:8][C:9]([S:13]([NH:16][C:17](=[O:30])[NH:18][C:19]2[CH:24]=[C:23]([C:25]([F:27])([F:28])[F:26])[CH:22]=[C:21]([CH3:29])[N:20]=2)(=[O:15])=[O:14])=[CH:10][C:11]=1[CH3:12], predict the reactants needed to synthesize it. The reactants are: C([O:4][CH2:5][CH2:6][C:7]1[S:8][C:9]([S:13]([NH:16][C:17](=[O:30])[NH:18][C:19]2[CH:24]=[C:23]([C:25]([F:28])([F:27])[F:26])[CH:22]=[C:21]([CH3:29])[N:20]=2)(=[O:15])=[O:14])=[CH:10][C:11]=1[CH3:12])(=O)C.[OH-].[Na+].